Dataset: Reaction yield outcomes from USPTO patents with 853,638 reactions. Task: Predict the reaction yield, written as a fraction of the theoretical maximum amount of product (1.0 means a 100% yield; for example, 0.34 means a 34% yield). (1) The reactants are Cl.[NH2:2][C:3]1[N:4]=[C:5]2[CH:10]=[CH:9][C:8]([O:11][C:12]3[CH:13]=[CH:14][C:15]([F:28])=[C:16]([NH:18][C:19]([C:21]4[N:25]([CH3:26])[N:24]=[C:23]([CH3:27])[CH:22]=4)=[O:20])[CH:17]=3)=[N:7][N:6]2[CH:29]=1.C(N(CC)CC)C.[CH:37]1([S:40](Cl)(=[O:42])=[O:41])[CH2:39][CH2:38]1.O. The catalyst is CN1CCCC1=O. The product is [CH:37]1([S:40]([NH:2][C:3]2[N:4]=[C:5]3[CH:10]=[CH:9][C:8]([O:11][C:12]4[CH:13]=[CH:14][C:15]([F:28])=[C:16]([NH:18][C:19]([C:21]5[N:25]([CH3:26])[N:24]=[C:23]([CH3:27])[CH:22]=5)=[O:20])[CH:17]=4)=[N:7][N:6]3[CH:29]=2)(=[O:42])=[O:41])[CH2:39][CH2:38]1. The yield is 0.160. (2) The yield is 0.975. The product is [Br:1][C:2]1[CH:24]=[C:23]([CH3:25])[C:22]([C:26]([F:27])([F:28])[F:29])=[CH:21][C:3]=1[CH2:4][N:5]([CH2:6][C:7]1[CH:12]=[C:11]([C:13]([F:15])([F:16])[F:14])[CH:10]=[C:9]([C:17]([F:18])([F:19])[F:20])[CH:8]=1)[C:37]#[N:36]. The catalyst is CO. The reactants are [Br:1][C:2]1[CH:24]=[C:23]([CH3:25])[C:22]([C:26]([F:29])([F:28])[F:27])=[CH:21][C:3]=1[CH2:4][NH:5][CH2:6][C:7]1[CH:12]=[C:11]([C:13]([F:16])([F:15])[F:14])[CH:10]=[C:9]([C:17]([F:20])([F:19])[F:18])[CH:8]=1.C(=O)([O-])[O-].[Na+].[Na+].[N:36]#[C:37]Br. (3) The reactants are Cl[C:2]1[C:7]([N+:8]([O-:10])=[O:9])=[CH:6][CH:5]=[CH:4][N:3]=1.[CH2:11]([NH2:18])[C:12]1[CH:17]=[CH:16][CH:15]=[CH:14][CH:13]=1. No catalyst specified. The product is [CH2:11]([NH:18][C:2]1[C:7]([N+:8]([O-:10])=[O:9])=[CH:6][CH:5]=[CH:4][N:3]=1)[C:12]1[CH:17]=[CH:16][CH:15]=[CH:14][CH:13]=1. The yield is 0.910.